Dataset: Full USPTO retrosynthesis dataset with 1.9M reactions from patents (1976-2016). Task: Predict the reactants needed to synthesize the given product. (1) The reactants are: Cl[C:2]1[C:11]2=[N:12][N:13]([CH2:25][CH2:26][CH3:27])[C:14]([N:15]([CH2:23][CH3:24])C(=O)OC(C)(C)C)=[C:10]2[C:9]2[CH:8]=[CH:7][CH:6]=[CH:5][C:4]=2[N:3]=1.[NH3:28]. Given the product [CH2:23]([NH:15][C:14]1[N:13]([CH2:25][CH2:26][CH3:27])[N:12]=[C:11]2[C:10]=1[C:9]1[CH:8]=[CH:7][CH:6]=[CH:5][C:4]=1[N:3]=[C:2]2[NH2:28])[CH3:24], predict the reactants needed to synthesize it. (2) Given the product [CH2:1]([O:19][CH:20]1[CH:25]([O:26][CH2:27][CH2:28][CH2:29][CH2:30][CH2:31][CH2:32][CH2:33][CH2:34][CH2:35][CH2:36][CH2:37][CH2:38][CH2:39][CH2:40][CH2:41][CH2:42][CH2:43][CH3:44])[CH:24]([O:45][CH2:46][CH2:47][CH2:48][CH2:49][CH2:50][CH2:51][CH2:52][CH2:53][CH2:54][CH2:55][CH2:56][CH2:57][CH2:58][CH2:59][CH2:60][CH2:61][CH2:62][CH3:63])[CH2:23][CH:22]([CH2:64][O:65][C:67]2[CH:79]=[CH:78][C:77]3[C:76]4[C:71](=[CH:72][CH:73]=[CH:74][CH:75]=4)[C:70](=[O:80])[C:69]=3[CH:68]=2)[CH2:21]1)[CH2:2][CH2:3][CH2:4][CH2:5][CH2:6][CH2:7][CH2:8][CH2:9][CH2:10][CH2:11][CH2:12][CH2:13][CH2:14][CH2:15][CH2:16][CH2:17][CH3:18], predict the reactants needed to synthesize it. The reactants are: [CH2:1]([O:19][CH:20]1[CH:25]([O:26][CH2:27][CH2:28][CH2:29][CH2:30][CH2:31][CH2:32][CH2:33][CH2:34][CH2:35][CH2:36][CH2:37][CH2:38][CH2:39][CH2:40][CH2:41][CH2:42][CH2:43][CH3:44])[CH:24]([O:45][CH2:46][CH2:47][CH2:48][CH2:49][CH2:50][CH2:51][CH2:52][CH2:53][CH2:54][CH2:55][CH2:56][CH2:57][CH2:58][CH2:59][CH2:60][CH2:61][CH2:62][CH3:63])[CH2:23][CH:22]([CH2:64][OH:65])[CH2:21]1)[CH2:2][CH2:3][CH2:4][CH2:5][CH2:6][CH2:7][CH2:8][CH2:9][CH2:10][CH2:11][CH2:12][CH2:13][CH2:14][CH2:15][CH2:16][CH2:17][CH3:18].O[C:67]1[CH:79]=[CH:78][C:77]2[C:76]3[C:71](=[CH:72][CH:73]=[CH:74][CH:75]=3)[C:70](=[O:80])[C:69]=2[CH:68]=1.C1(P(C2C=CC=CC=2)C2C=CC=CC=2)C=CC=CC=1. (3) Given the product [CH3:1][O:2][C:3]([CH:5]1[CH2:9][CH:8]([O:10][S:26]([CH3:25])(=[O:28])=[O:27])[CH2:7][N:6]1[C:11]([O:13][C:14]([CH3:17])([CH3:16])[CH3:15])=[O:12])=[O:4], predict the reactants needed to synthesize it. The reactants are: [CH3:1][O:2][C:3]([CH:5]1[CH2:9][CH:8]([OH:10])[CH2:7][N:6]1[C:11]([O:13][C:14]([CH3:17])([CH3:16])[CH3:15])=[O:12])=[O:4].C(N(CC)CC)C.[CH3:25][S:26](Cl)(=[O:28])=[O:27].Cl. (4) Given the product [C:1]([O:5][C@H:6]([C@H:7]1[CH2:8][O:9][C:21](=[O:23])[N:10]1[C:11]1[C:16]([F:17])=[CH:15][N:14]=[C:13]([F:18])[N:12]=1)[CH3:19])([CH3:4])([CH3:2])[CH3:3], predict the reactants needed to synthesize it. The reactants are: [C:1]([O:5][C@@H:6]([CH3:19])[C@H:7]([NH:10][C:11]1[C:16]([F:17])=[CH:15][N:14]=[C:13]([F:18])[N:12]=1)[CH2:8][OH:9])([CH3:4])([CH3:3])[CH3:2].Cl[C:21](Cl)([O:23]C(=O)OC(Cl)(Cl)Cl)Cl.CC1C=CC=C(C)N=1.CCOC(C)=O.CCCCCCC.